From a dataset of Full USPTO retrosynthesis dataset with 1.9M reactions from patents (1976-2016). Predict the reactants needed to synthesize the given product. (1) Given the product [Cl:1][C:2]1[CH:3]=[C:4]2[C:12](=[C:13]([NH:17][C:31]([CH:27]3[CH2:28][CH2:29][CH2:30][CH:26]3[NH2:25])=[O:32])[C:14]=1[O:15][CH3:16])[NH:11][C:10]1[CH:9]=[N:8][CH:7]=[CH:6][C:5]2=1, predict the reactants needed to synthesize it. The reactants are: [Cl:1][C:2]1[CH:3]=[C:4]2[C:12](=[C:13]([NH2:17])[C:14]=1[O:15][CH3:16])[NH:11][C:10]1[CH:9]=[N:8][CH:7]=[CH:6][C:5]2=1.C(OC([NH:25][CH:26]1[CH2:30][CH2:29][CH2:28][CH:27]1[C:31](O)=[O:32])=O)(C)(C)C.Cl.O1CCOCC1. (2) Given the product [F:27][C:24]1[CH:25]=[CH:26][C:21]([N:4]2[C:5]3=[C:6]4[C:11](=[C:12]([C:15]5[CH:16]=[N:17][CH:18]=[CH:19][CH:20]=5)[CH:13]=[C:14]3[C:2]([C:33]3[CH:34]=[CH:35][C:30]([S:29][CH3:28])=[CH:31][CH:32]=3)=[N:3]2)[CH:10]=[N:9][CH:8]=[CH:7]4)=[CH:22][CH:23]=1, predict the reactants needed to synthesize it. The reactants are: Br[C:2]1[C:14]2[C:5](=[C:6]3[C:11](=[C:12]([C:15]4[CH:16]=[N:17][CH:18]=[CH:19][CH:20]=4)[CH:13]=2)[CH:10]=[N:9][CH:8]=[CH:7]3)[N:4]([C:21]2[CH:26]=[CH:25][C:24]([F:27])=[CH:23][CH:22]=2)[N:3]=1.[CH3:28][S:29][C:30]1[CH:35]=[CH:34][C:33](B(O)O)=[CH:32][CH:31]=1. (3) Given the product [Cl:1][C:2]1[CH:3]=[CH:4][C:5]([C:25]#[N:26])=[C:6]([C:8]2[C:13]([O:14][CH3:15])=[CH:12][N:11]([CH:16]([CH2:20][CH2:21][O:22][CH3:23])[C:17]([NH:27][C:28]3[CH:36]=[C:35]4[C:31]([CH:32]=[C:33]([C:37]([O:39][CH2:40][CH3:41])=[O:38])[NH:34]4)=[CH:30][CH:29]=3)=[O:18])[C:10](=[O:24])[CH:9]=2)[CH:7]=1, predict the reactants needed to synthesize it. The reactants are: [Cl:1][C:2]1[CH:3]=[CH:4][C:5]([C:25]#[N:26])=[C:6]([C:8]2[C:13]([O:14][CH3:15])=[CH:12][N:11]([CH:16]([CH2:20][CH2:21][O:22][CH3:23])[C:17](O)=[O:18])[C:10](=[O:24])[CH:9]=2)[CH:7]=1.[NH2:27][C:28]1[CH:36]=[C:35]2[C:31]([CH:32]=[C:33]([C:37]([O:39][CH2:40][CH3:41])=[O:38])[NH:34]2)=[CH:30][CH:29]=1.CC(C)N=C=NC(C)C. (4) Given the product [Cl:8][C:5]1[CH:6]=[CH:7][C:2]([NH:15][CH:12]2[CH2:14][CH2:13]2)=[C:3]([N+:9]([O-:11])=[O:10])[CH:4]=1, predict the reactants needed to synthesize it. The reactants are: Cl[C:2]1[CH:7]=[CH:6][C:5]([Cl:8])=[CH:4][C:3]=1[N+:9]([O-:11])=[O:10].[CH:12]1([NH2:15])[CH2:14][CH2:13]1. (5) Given the product [ClH:28].[ClH:28].[F:5][C:6]1[CH:7]=[CH:8][C:9]([N:12]([CH3:1])[CH:13]2[CH2:14][CH2:15][NH:16][CH2:17][CH2:18]2)=[CH:10][CH:11]=1, predict the reactants needed to synthesize it. The reactants are: [C:1]([BH3-])#N.[Na+].[F:5][C:6]1[CH:11]=[CH:10][C:9]([NH:12][CH:13]2[CH2:18][CH2:17][N:16](C(OC(C)(C)C)=O)[CH2:15][CH2:14]2)=[CH:8][CH:7]=1.C=O.[ClH:28]. (6) Given the product [C:4]([OH:32])(=[O:5])/[CH:14]=[CH:19]/[C:20]([OH:22])=[O:21].[CH2:23]([O:22][C:20](=[O:21])[CH2:19][N:13]1[CH:8]2[CH2:9][CH2:10][CH:11]1[CH2:12][CH:6]([O:5][C:4]1[CH:14]=[CH:15][C:16]([Cl:17])=[C:2]([Cl:1])[CH:3]=1)[CH2:7]2)[CH3:24], predict the reactants needed to synthesize it. The reactants are: [Cl:1][C:2]1[CH:3]=[C:4]([CH:14]=[CH:15][C:16]=1[Cl:17])[O:5][CH:6]1[CH2:12][CH:11]2[NH:13][CH:8]([CH2:9][CH2:10]2)[CH2:7]1.Br[CH2:19][C:20]([O:22][CH2:23][CH3:24])=[O:21].C(N(CC)CC)C.[OH2:32]. (7) Given the product [NH2:26][C:7]1[C:6]([C:4]([OH:5])=[O:3])=[CH:11][N:10]=[C:9]2[N:12]([C:22]([CH3:25])([CH3:24])[CH3:23])[N:13]=[C:14]([C:15]3[CH:20]=[CH:19][C:18]([CH3:21])=[CH:17][CH:16]=3)[C:8]=12, predict the reactants needed to synthesize it. The reactants are: C([O:3][C:4]([C:6]1[C:7]([NH2:26])=[C:8]2[C:14]([C:15]3[CH:20]=[CH:19][C:18]([CH3:21])=[CH:17][CH:16]=3)=[N:13][N:12]([C:22]([CH3:25])([CH3:24])[CH3:23])[C:9]2=[N:10][CH:11]=1)=[O:5])C.[OH-].[Na+].